Dataset: Catalyst prediction with 721,799 reactions and 888 catalyst types from USPTO. Task: Predict which catalyst facilitates the given reaction. (1) Reactant: Br[C:2]1[CH:3]=[CH:4][N:5]=[C:6]2[C:11]=1[N:10]=[C:9]([O:12][CH3:13])[CH:8]=[CH:7]2.[Li]CCCC.[C:19]([O:23][C:24]([N:26]1[CH2:31][CH2:30][C:29](=[O:32])[CH2:28][CH2:27]1)=[O:25])([CH3:22])([CH3:21])[CH3:20]. Product: [C:19]([O:23][C:24]([N:26]1[CH2:31][CH2:30][C:29]([OH:32])([C:2]2[C:11]3[C:6](=[CH:7][CH:8]=[C:9]([O:12][CH3:13])[N:10]=3)[N:5]=[CH:4][CH:3]=2)[CH2:28][CH2:27]1)=[O:25])([CH3:22])([CH3:20])[CH3:21]. The catalyst class is: 1. (2) Reactant: [Cl:1][C:2]1[C:7]([NH:8][C:9]2[N:14]=[C:13]([N:15]([CH:25]3[CH2:27][CH2:26]3)CC3C=CC(OC)=CC=3)[C:12]3=[N:28][CH:29]=[C:30]([C:31]#[N:32])[N:11]3[N:10]=2)=[CH:6][C:5]([C:33]#[N:34])=[CH:4][C:3]=1[N:35]1[CH2:40][CH2:39][C@@H:38]([NH:41][C:42](=[O:45])[O:43][CH3:44])[C@H:37]([O:46][P:47]([OH:50])([OH:49])=[O:48])[CH2:36]1.C1(OC)C=CC=CC=1.C(O)(C(F)(F)F)=O. Product: [Cl:1][C:2]1[C:7]([NH:8][C:9]2[N:14]=[C:13]([NH:15][CH:25]3[CH2:27][CH2:26]3)[C:12]3=[N:28][CH:29]=[C:30]([C:31]#[N:32])[N:11]3[N:10]=2)=[CH:6][C:5]([C:33]#[N:34])=[CH:4][C:3]=1[N:35]1[CH2:40][CH2:39][C@@H:38]([NH:41][C:42](=[O:45])[O:43][CH3:44])[C@H:37]([O:46][P:47]([OH:50])([OH:49])=[O:48])[CH2:36]1. The catalyst class is: 26.